Dataset: Full USPTO retrosynthesis dataset with 1.9M reactions from patents (1976-2016). Task: Predict the reactants needed to synthesize the given product. (1) Given the product [CH2:18]([O:25][C:26]1[CH:27]=[CH:28][C:29]([N:30]2[C:2]3=[N:3][CH:4]=[C:5]([Cl:16])[CH:6]=[C:7]3[N:8]([CH:34]([CH3:35])[CH3:33])[C:9]2=[O:15])=[CH:31][CH:32]=1)[C:19]1[CH:20]=[CH:21][CH:22]=[CH:23][CH:24]=1, predict the reactants needed to synthesize it. The reactants are: Cl[C:2]1[C:7]([NH:8][C:9](=[O:15])OC(C)(C)C)=[CH:6][C:5]([Cl:16])=[CH:4][N:3]=1.Cl.[CH2:18]([O:25][C:26]1[CH:32]=[CH:31][C:29]([NH2:30])=[CH:28][CH:27]=1)[C:19]1[CH:24]=[CH:23][CH:22]=[CH:21][CH:20]=1.[CH3:33][C:34]1(C)C2C=CC=C(P(C3C=CC=CC=3)C3C=CC=CC=3)C=2OC2[C:35]1=CC=CC=2P(C1C=CC=CC=1)C1C=CC=CC=1.CC(C)([O-])C.[Na+].IC(C)C.[H-].[Na+].[Cl-].[Cl-].[Ca+2]. (2) Given the product [CH3:1][O:2][C:3]1[C:11]([C:12]([F:15])([F:14])[F:13])=[CH:10][CH:9]=[CH:8][C:4]=1[C:5]([N:26]1[CH2:31][CH2:30][O:29][CH2:28][CH2:27]1)=[O:7], predict the reactants needed to synthesize it. The reactants are: [CH3:1][O:2][C:3]1[C:11]([C:12]([F:15])([F:14])[F:13])=[CH:10][CH:9]=[CH:8][C:4]=1[C:5]([OH:7])=O.ON1C2C=CC=CC=2N=N1.[NH:26]1[CH2:31][CH2:30][O:29][CH2:28][CH2:27]1.CN(CCCN=C=NCC)C.Cl. (3) The reactants are: [Br:1][C:2]1[CH:3]=[CH:4][C:5]([Cl:22])=[C:6]([N:8]2[C:13](=[O:14])[CH:12]=[C:11]([OH:15])[N:10]=[C:9]2[CH:16]2[CH2:21][CH2:20][CH2:19][CH2:18][CH2:17]2)[CH:7]=1.[Cl-].C[Al+]C.CCCCCC.BrC1C=CC(Cl)=[C:38](C=1)[NH2:39].C1(C#N)CCCCC1.C(OCC)(=O)[CH2:51][C:52]([O:54]CC)=[O:53].C[O-:62].[Na+]. Given the product [Br:1][C:2]1[CH:3]=[CH:4][C:5]([Cl:22])=[C:6]([N:8]2[C:13](=[O:14])[C:12]([C:38]([NH:39][CH2:51][C:52]([OH:54])=[O:53])=[O:62])=[C:11]([OH:15])[N:10]=[C:9]2[CH:16]2[CH2:21][CH2:20][CH2:19][CH2:18][CH2:17]2)[CH:7]=1, predict the reactants needed to synthesize it. (4) Given the product [CH2:1]([O:11][C:12]1[CH:17]=[C:16]([CH2:18][C:29]#[N:30])[CH:15]=[C:14]([CH2:20][OH:21])[CH:13]=1)[CH2:2][CH2:3][CH2:4][CH2:5][CH2:6][CH2:7][CH2:8][CH2:9][CH3:10], predict the reactants needed to synthesize it. The reactants are: [CH2:1]([O:11][C:12]1[CH:13]=[C:14]([CH2:20][OH:21])[CH:15]=[C:16]([CH2:18]O)[CH:17]=1)[CH2:2][CH2:3][CH2:4][CH2:5][CH2:6][CH2:7][CH2:8][CH2:9][CH3:10].Br.C([O-])([O-])=O.[Na+].[Na+].[C-:29]#[N:30].[K+]. (5) Given the product [NH2:9][C:6]1[CH:7]=[CH:8][C:3]([Cl:2])=[CH:4][C:5]=1[C:16](=[O:21])[C:17]([F:20])([F:18])[F:19], predict the reactants needed to synthesize it. The reactants are: Cl.[Cl:2][C:3]1[CH:8]=[CH:7][C:6]([NH:9]C(=O)C(C)(C)C)=[C:5]([C:16](=[O:21])[C:17]([F:20])([F:19])[F:18])[CH:4]=1.O.CC([O-])=O.[Na+].